From a dataset of Reaction yield outcomes from USPTO patents with 853,638 reactions. Predict the reaction yield, written as a fraction of the theoretical maximum amount of product (1.0 means a 100% yield; for example, 0.34 means a 34% yield). (1) The reactants are [I:1][CH2:2][CH2:3][C@@H:4]([C:6]1[CH:11]=[CH:10][CH:9]=[CH:8][CH:7]=1)[OH:5].[F:12][C:13]1[C:18]2[CH:19]=[C:20]([C:22]#[N:23])[S:21][C:17]=2[C:16](O)=[CH:15][CH:14]=1. The yield is 0.720. The catalyst is C1COCC1. The product is [F:12][C:13]1[C:18]2[CH:19]=[C:20]([C:22]#[N:23])[S:21][C:17]=2[C:16]([O:5][C@@H:4]([C:6]2[CH:11]=[CH:10][CH:9]=[CH:8][CH:7]=2)[CH2:3][CH2:2][I:1])=[CH:15][CH:14]=1. (2) The reactants are [Li]CCCC.Br[C:7]1[CH:12]=[CH:11][C:10]([F:13])=[CH:9][N:8]=1.[N+:14]([C:17]1[C:18]([CH:27]=[O:28])=[CH:19][CH:20]=[C:21]2[C:26]=1[N:25]=[CH:24][CH:23]=[CH:22]2)([O-:16])=[O:15].[NH4+].[Cl-]. The catalyst is C1(C)C=CC=CC=1.C1COCC1. The product is [F:13][C:10]1[CH:11]=[CH:12][C:7]([CH:27]([C:18]2[C:17]([N+:14]([O-:16])=[O:15])=[C:26]3[C:21]([CH:22]=[CH:23][CH:24]=[N:25]3)=[CH:20][CH:19]=2)[OH:28])=[N:8][CH:9]=1. The yield is 0.460. (3) The reactants are [CH3:1][O:2][C:3]1[CH:4]=[C:5]2[C:10](=[CH:11][C:12]=1[O:13][CH3:14])[N:9]=[CH:8][N:7]=[C:6]2[O:15][C:16]1[CH:22]=[CH:21][C:19]([NH2:20])=[CH:18][CH:17]=1.ClC(Cl)(O[C:27](=[O:33])OC(Cl)(Cl)Cl)Cl.[NH2:35][CH:36]1[CH2:41][C:40]([CH3:43])([CH3:42])[NH:39][C:38]([CH3:45])([CH3:44])[CH2:37]1.C(=O)([O-])O.[Na+]. The catalyst is C(N(CC)CC)C.C(Cl)(Cl)Cl. The product is [CH3:1][O:2][C:3]1[CH:4]=[C:5]2[C:10](=[CH:11][C:12]=1[O:13][CH3:14])[N:9]=[CH:8][N:7]=[C:6]2[O:15][C:16]1[CH:22]=[CH:21][C:19]([NH:20][C:27]([NH:35][CH:36]2[CH2:37][C:38]([CH3:45])([CH3:44])[NH:39][C:40]([CH3:43])([CH3:42])[CH2:41]2)=[O:33])=[CH:18][CH:17]=1. The yield is 0.410. (4) The reactants are [Br:1][C:2]1[C:6]2[C:7](Cl)=[N:8][CH:9]=[CH:10][C:5]=2[S:4][CH:3]=1.[N:12]1[CH:17]=[CH:16][CH:15]=[CH:14][C:13]=1[CH2:18][NH2:19].C(N(CC)CC)C. The product is [Br:1][C:2]1[C:6]2[C:7]([NH:19][CH2:18][C:13]3[CH:14]=[CH:15][CH:16]=[CH:17][N:12]=3)=[N:8][CH:9]=[CH:10][C:5]=2[S:4][CH:3]=1. The yield is 0.440. The catalyst is CCO. (5) The reactants are [Br:1][C:2]1[C:3]([N:12]2[CH2:17][CH2:16][N:15]([CH2:18][C:19]3[S:20][CH:21]=[CH:22][N:23]=3)[CH2:14][CH2:13]2)=[C:4]([N+:9]([O-])=O)[C:5]([NH2:8])=[N:6][CH:7]=1.[CH:24](=O)[C:25]1[CH:30]=[CH:29][C:28]([O:31][CH3:32])=[CH:27][CH:26]=1.[O-]S(S([O-])=O)=O.[Na+].[Na+]. The catalyst is CCO.C(Cl)Cl.N. The product is [Br:1][C:2]1[C:3]([N:12]2[CH2:17][CH2:16][N:15]([CH2:18][C:19]3[S:20][CH:21]=[CH:22][N:23]=3)[CH2:14][CH2:13]2)=[C:4]2[N:9]=[C:24]([C:25]3[CH:30]=[CH:29][C:28]([O:31][CH3:32])=[CH:27][CH:26]=3)[NH:8][C:5]2=[N:6][CH:7]=1. The yield is 0.250. (6) The reactants are [CH3:1][N:2]([CH3:20])[CH2:3][CH2:4][CH2:5][O:6][C:7]1[CH:12]=[CH:11][C:10]([NH2:13])=[CH:9][C:8]=1[C:14]1[N:15]([CH3:19])[N:16]=[CH:17][CH:18]=1.[Cl:21][C:22]1[CH:27]=[CH:26][CH:25]=[CH:24][C:23]=1[N:28]=[C:29]=[O:30]. The product is [Cl:21][C:22]1[CH:27]=[CH:26][CH:25]=[CH:24][C:23]=1[NH:28][C:29]([NH:13][C:10]1[CH:11]=[CH:12][C:7]([O:6][CH2:5][CH2:4][CH2:3][N:2]([CH3:1])[CH3:20])=[C:8]([C:14]2[N:15]([CH3:19])[N:16]=[CH:17][CH:18]=2)[CH:9]=1)=[O:30]. The yield is 0.950. The catalyst is C(Cl)Cl. (7) The reactants are [F:1][C:2]1[C:3]([C:9]([NH:11][C:12](=[O:14])[CH3:13])=[CH2:10])=[N:4][CH:5]=[C:6]([F:8])[CH:7]=1. The catalyst is CO. The product is [F:1][C:2]1[C:3]([C@@H:9]([NH:11][C:12](=[O:14])[CH3:13])[CH3:10])=[N:4][CH:5]=[C:6]([F:8])[CH:7]=1. The yield is 0.900. (8) The reactants are [C:1](=[O:8])([O:3][C:4]([CH3:7])([CH3:6])[CH3:5])[NH2:2].[OH-:9].[Na+].ClO[C:13]([CH3:16])([CH3:15])[CH3:14].CC[C@@H]1[C@@H]2C[C@H]([C@@H](OC3[C:50]4[C:45](=C[CH:47]=[CH:48][CH:49]=4)[C:44]([O:51][C@@H:52](C4C=CN=C5C=4C=C(OC)C=C5)[C@@H]4N5C[C@H](CC)[C@@H](CC5)C4)=[N:43]N=3)C3C=CN=C4C=3C=C(OC)C=C4)N(CC2)C1.CC[C@H]1[C@H]2C[C@H]([C@H](OC3C4C(=CC=CC=4)C(O[C@H](C4C=CN=C5C=4C=C(OC)C=C5)[C@@H]4N5C[C@H](CC)[C@@H](CC5)C4)=NN=3)C3C=CN=C4C=3C=[C:89]([O:96]C)C=C4)N(CC2)C1.[O-]S([O-])=O.[Na+].[Na+].[CH2:139]([OH:142])[CH2:140]C. The catalyst is O.C(O)CC.O.O.[O-][Os]([O-])(=O)=O.[K+].[K+]. The product is [CH3:89][O:96][C:139](=[O:142])[CH:140]([OH:9])[CH:14]([NH:2][C:1]([O:3][C:4]([CH3:7])([CH3:6])[CH3:5])=[O:8])[C:13]1[CH:16]=[CH:47][CH:48]=[C:49]2[C:15]=1[N:43]=[C:44]([O:51][CH3:52])[CH:45]=[CH:50]2. The yield is 0.630. (9) The reactants are Cl[C:2]1[N:10]=[C:9]2[C:5]([N:6]=[CH:7][N:8]2[CH:11]2[CH2:16][CH2:15][CH2:14][CH2:13][O:12]2)=[C:4]([O:17][C:18]2[CH:19]=[C:20]([NH:24][C:25](=[O:28])[CH:26]=[CH2:27])[CH:21]=[CH:22][CH:23]=2)[N:3]=1.C[N:30]([C:39]1[CH:44]=[CH:43][C:42]([N+:45]([O-])=O)=[CH:41][CH:40]=1)[C@H:31]1[CH2:35][CH2:34][N:33]([C:36](=O)[CH3:37])[CH2:32]1.[C:48]([O-])([O-])=[O:49].[K+].[K+].C1(P(C2CCCCC2)C2C=CC=CC=2C2C(C(C)C)=CC(C(C)C)=CC=2C(C)C)CCCCC1. The catalyst is C1C=CC(/C=C/C(/C=C/C2C=CC=CC=2)=O)=CC=1.C1C=CC(/C=C/C(/C=C/C2C=CC=CC=2)=O)=CC=1.C1C=CC(/C=C/C(/C=C/C2C=CC=CC=2)=O)=CC=1.[Pd].[Pd].CO.C(Cl)Cl.CC(O)(C)C. The product is [CH3:48][O:49][CH2:37][CH2:36][N:33]1[CH2:32][CH2:31][N:30]([C:39]2[CH:40]=[CH:41][C:42]([NH:45][C:2]3[N:10]=[C:9]4[C:5]([N:6]=[CH:7][N:8]4[CH:11]4[CH2:16][CH2:15][CH2:14][CH2:13][O:12]4)=[C:4]([O:17][C:18]4[CH:19]=[C:20]([NH:24][C:25](=[O:28])[CH:26]=[CH2:27])[CH:21]=[CH:22][CH:23]=4)[N:3]=3)=[CH:43][CH:44]=2)[CH2:35][CH2:34]1. The yield is 0.542. (10) The reactants are [F:1][C:2]1[C:3]([C:22]([NH:24][CH2:25][CH:26]2[CH2:31][CH2:30][N:29](C(OC(C)(C)C)=O)[CH2:28][CH2:27]2)=[O:23])=[N:4][CH:5]=[CH:6][C:7]=1[S:8][C:9]1[S:13][C:12]([NH:14][C:15]2[CH:20]=[C:19]([CH3:21])[CH:18]=[CH:17][N:16]=2)=[N:11][CH:10]=1. The catalyst is ClCCl.FC(F)(F)C(O)=O. The product is [F:1][C:2]1[C:3]([C:22]([NH:24][CH2:25][CH:26]2[CH2:31][CH2:30][NH:29][CH2:28][CH2:27]2)=[O:23])=[N:4][CH:5]=[CH:6][C:7]=1[S:8][C:9]1[S:13][C:12]([NH:14][C:15]2[CH:20]=[C:19]([CH3:21])[CH:18]=[CH:17][N:16]=2)=[N:11][CH:10]=1. The yield is 0.450.